From a dataset of Experimentally validated miRNA-target interactions with 360,000+ pairs, plus equal number of negative samples. Binary Classification. Given a miRNA mature sequence and a target amino acid sequence, predict their likelihood of interaction. (1) The miRNA is hsa-miR-6750-3p with sequence GAACUCACCCUCUGCUCCCAG. The protein sequence of the target gene is MPNSEPASLLELFNSIATQGELVRSLKAGNASKDEIDSAVKMLVSLKMSYKAAAGEDYKADCPPGNPAPTSNHGPDATEAEEDFVDPWTVQTSSAKGIDYDKLIVRFGSSKIDKELINRIERATGQRPHHFLRRGIFFSHRDMNQVLDAYENKKPFYLYTGRGPSSEAMHVGHLIPFIFTKWLQDVFNVPLVIQMTDDEKYLWKDLTLDQAYSYAVENAKDIIACGFDINKTFIFSDLDYMGMSSGFYKNVVKIQKHVTFNQVKGIFGFTDSDCIGKISFPAIQAAPSFSNSFPQIFRDR.... Result: 1 (interaction). (2) The miRNA is ath-miR859 with sequence UCUCUCUGUUGUGAAGUCAAA. The protein sequence of the target gene is MILQAGTPETSLLRVLFLGLSTLAAFSRAQMELHVPPGLNKLEAVEGEEVVLPAWYTMAREESWSHPREVPILIWFLEQEGKEPNQVLSYINGVMTNKPGTALVHSISSRNVSLRLGALQEGDSGTYRCSVNVQNDEGKSIGHSIKSIELKVLVPPAPPSCSLQGVPYVGTNVTLNCKSPRSKPTAQYQWERLAPSSQVFFGPALDAVRGSLKLTNLSIAMSGVYVCKAQNRVGFAKCNVTLDVMTGSKAAVVAGAVVGTFVGLVLIAGLVLLYQRRSKTLEELANDIKEDAIAPRTLPW.... Result: 0 (no interaction).